This data is from NCI-60 drug combinations with 297,098 pairs across 59 cell lines. The task is: Regression. Given two drug SMILES strings and cell line genomic features, predict the synergy score measuring deviation from expected non-interaction effect. (1) Drug 1: CC(CN1CC(=O)NC(=O)C1)N2CC(=O)NC(=O)C2. Drug 2: C(CN)CNCCSP(=O)(O)O. Cell line: NCIH23. Synergy scores: CSS=12.5, Synergy_ZIP=-6.36, Synergy_Bliss=0.236, Synergy_Loewe=-9.99, Synergy_HSA=-0.380. (2) Drug 1: C1CCN(CC1)CCOC2=CC=C(C=C2)C(=O)C3=C(SC4=C3C=CC(=C4)O)C5=CC=C(C=C5)O. Drug 2: C(CCl)NC(=O)N(CCCl)N=O. Cell line: A498. Synergy scores: CSS=-2.20, Synergy_ZIP=0.564, Synergy_Bliss=-0.231, Synergy_Loewe=-3.76, Synergy_HSA=-2.18. (3) Drug 1: CCCS(=O)(=O)NC1=C(C(=C(C=C1)F)C(=O)C2=CNC3=C2C=C(C=N3)C4=CC=C(C=C4)Cl)F. Drug 2: CNC(=O)C1=CC=CC=C1SC2=CC3=C(C=C2)C(=NN3)C=CC4=CC=CC=N4. Cell line: NCI-H460. Synergy scores: CSS=-1.39, Synergy_ZIP=-0.198, Synergy_Bliss=1.74, Synergy_Loewe=-4.73, Synergy_HSA=-0.250. (4) Drug 1: C1=NC2=C(N1)C(=S)N=C(N2)N. Drug 2: B(C(CC(C)C)NC(=O)C(CC1=CC=CC=C1)NC(=O)C2=NC=CN=C2)(O)O. Cell line: RPMI-8226. Synergy scores: CSS=32.2, Synergy_ZIP=-4.80, Synergy_Bliss=-12.1, Synergy_Loewe=-18.3, Synergy_HSA=-11.8.